Predict the reactants needed to synthesize the given product. From a dataset of Full USPTO retrosynthesis dataset with 1.9M reactions from patents (1976-2016). The reactants are: [CH2:1]([O:8][C:9]1[CH:27]=[CH:26][C:12]([C:13]([O:15][C:16]2[CH:21]=[CH:20][C:19]([CH:22]=O)=[C:18]([O:24][CH3:25])[CH:17]=2)=[O:14])=[CH:11][CH:10]=1)[CH2:2][CH2:3][CH2:4][CH2:5][CH2:6][CH3:7].Cl.[NH2:29][CH2:30][C:31]([O:33][C:34]([CH3:37])([CH3:36])[CH3:35])=[O:32].S([O-])([O-])(=O)=O.[Mg+2].[BH4-].[Na+]. Given the product [CH2:1]([O:8][C:9]1[CH:27]=[CH:26][C:12]([C:13]([O:15][C:16]2[CH:21]=[CH:20][C:19]([CH2:22][NH:29][CH2:30][C:31]([O:33][C:34]([CH3:37])([CH3:36])[CH3:35])=[O:32])=[C:18]([O:24][CH3:25])[CH:17]=2)=[O:14])=[CH:11][CH:10]=1)[CH2:2][CH2:3][CH2:4][CH2:5][CH2:6][CH3:7], predict the reactants needed to synthesize it.